Dataset: Catalyst prediction with 721,799 reactions and 888 catalyst types from USPTO. Task: Predict which catalyst facilitates the given reaction. Reactant: [OH:1][CH:2]1[C:6]2([CH2:11][CH2:10][N:9]([C:12]([O:14][C:15]([CH3:18])([CH3:17])[CH3:16])=[O:13])[CH2:8][CH2:7]2)[C:5](=[O:19])[NH:4][CH:3]1[CH3:20].Br[C:22]1[CH2:26][O:25][C:24](=[O:27])[CH:23]=1.CC1(C)C2C(=C(P(C3C=CC=CC=3)C3C=CC=CC=3)C=CC=2)OC2C(P(C3C=CC=CC=3)C3C=CC=CC=3)=CC=CC1=2.C([O-])([O-])=O.[K+].[K+].O. Product: [OH:1][CH:2]1[C:6]2([CH2:7][CH2:8][N:9]([C:12]([O:14][C:15]([CH3:16])([CH3:18])[CH3:17])=[O:13])[CH2:10][CH2:11]2)[C:5](=[O:19])[N:4]([C:22]2[CH2:26][O:25][C:24](=[O:27])[CH:23]=2)[CH:3]1[CH3:20]. The catalyst class is: 318.